From a dataset of Reaction yield outcomes from USPTO patents with 853,638 reactions. Predict the reaction yield, written as a fraction of the theoretical maximum amount of product (1.0 means a 100% yield; for example, 0.34 means a 34% yield). (1) The reactants are [C:1]([O:8]CC)(=[O:7])[C:2](OCC)=O.[O-]CC.[K+].[N+:15]([C:18]1[CH:23]=[CH:22][CH:21]=[C:20]([CH3:24])[C:19]=1C)([O-:17])=[O:16]. The product is [CH3:24][C:20]1[CH:21]=[CH:22][CH:23]=[C:18]([N+:15]([O-:17])=[O:16])[C:19]=1[CH2:2][C:1]([OH:8])=[O:7]. The catalyst is CCOCC. The yield is 0.450. (2) The reactants are COB1[CH:4]2[CH2:5][CH2:6][CH2:11][CH:4]1[CH2:5][CH2:6][CH2:11]2.C([Li])CCC.P([O-])([O-])([O-])=O.[K+].[K+].[K+].[CH2:25]([NH:29][C:30]1[N:35]=[C:34]([C:36]2[C:37]([C:46]3[CH:51]=[CH:50][C:49]([F:52])=[CH:48][CH:47]=3)=[N:38][N:39]3[C:44](Cl)=[CH:43][CH:42]=[CH:41][C:40]=23)[CH:33]=[CH:32][N:31]=1)[CH2:26][CH2:27][CH3:28].B.C([O-])(=O)C.[Na+]. The catalyst is O1CCCC1.CN(C)C=O.C(OCC)(=O)C.O1CCOCC1.C1C=CC(P(C2C=CC=CC=2)[C-]2C=CC=C2)=CC=1.C1C=CC(P(C2C=CC=CC=2)[C-]2C=CC=C2)=CC=1.Cl[Pd]Cl.[Fe+2]. The product is [CH2:25]([NH:29][C:30]1[N:35]=[C:34]([C:36]2[C:37]([C:46]3[CH:51]=[CH:50][C:49]([F:52])=[CH:48][CH:47]=3)=[N:38][N:39]3[C:44]([CH2:11][CH2:4][CH2:5][CH3:6])=[CH:43][CH:42]=[CH:41][C:40]=23)[CH:33]=[CH:32][N:31]=1)[CH2:26][CH2:27][CH3:28]. The yield is 0.160. (3) The reactants are [CH2:1]([O:8][CH2:9][CH2:10][CH2:11][N:12]1[C:20]2[C:15](=[CH:16][CH:17]=[CH:18][CH:19]=2)[C:14]([C:23]2[C:31](O)=[CH:30][C:26]3[O:27][CH2:28][O:29][C:25]=3[CH:24]=2)([CH2:21][OH:22])[C:13]1=[O:33])[C:2]1[CH:7]=[CH:6][CH:5]=[CH:4][CH:3]=1.C1(CCN2C3C(=CC=CC=3)C(C3C(O)=CC4OCOC=4C=3)(CO)C2=O)CC1. No catalyst specified. The product is [CH2:1]([O:8][CH2:9][CH2:10][CH2:11][N:12]1[C:20]2[C:15](=[CH:16][CH:17]=[CH:18][CH:19]=2)[C:14]2([C:23]3=[CH:24][C:25]4[O:29][CH2:28][O:27][C:26]=4[CH:30]=[C:31]3[O:22][CH2:21]2)[C:13]1=[O:33])[C:2]1[CH:3]=[CH:4][CH:5]=[CH:6][CH:7]=1. The yield is 0.980. (4) The product is [CH3:1][O:2][C:3]1[CH:4]=[C:5]([CH:9]=[CH:10][N:11]=1)[C:6]([NH:27][C:28]1[CH:33]=[CH:32][CH:31]=[CH:30][CH:29]=1)=[O:8]. The catalyst is O1CCCC1. The yield is 0.860. The reactants are [CH3:1][O:2][C:3]1[CH:4]=[C:5]([CH:9]=[CH:10][N:11]=1)[C:6]([OH:8])=O.CN1CCOCC1.ClC(OCC(C)C)=O.[NH2:27][C:28]1[CH:33]=[CH:32][CH:31]=[CH:30][CH:29]=1. (5) The reactants are [CH:1]1([C:6]([OH:8])=[O:7])[CH2:5][CH:4]=[CH:3][CH2:2]1.C([O-])([O-])=O.[K+].[K+].[CH:15]1[CH:20]=[CH:19][C:18]([CH2:21]Br)=[CH:17][CH:16]=1. The catalyst is CC(C)=O. The product is [CH:1]1([C:6]([O:8][CH2:21][C:18]2[CH:19]=[CH:20][CH:15]=[CH:16][CH:17]=2)=[O:7])[CH2:5][CH:4]=[CH:3][CH2:2]1. The yield is 0.950. (6) The reactants are C=C(O[C:5](=[O:13])[NH:6][CH:7]1[CH2:12][CH2:11][O:10][CH2:9][CH2:8]1)C.C1CCN2[C:17](=[N:18]CCC2)[CH2:16][CH2:15]1.C(N)C#C. The catalyst is O1CCOCC1.[Cl-].[Na+].O. The yield is 0.810. The product is [CH2:17]([NH:18][C:5]([NH:6][CH:7]1[CH2:8][CH2:9][O:10][CH2:11][CH2:12]1)=[O:13])[C:16]#[CH:15]. (7) The reactants are [Cl:1][C:2]1[CH:3]=[C:4]([N:8]2[C:12]([CH2:13][NH:14][C:15](=[O:27])[CH:16]([C:18]3[CH:23]=[CH:22]C(C#N)=[C:20]([F:26])[CH:19]=3)[CH3:17])=[CH:11][C:10]([C:28]([F:31])([F:30])[F:29])=[N:9]2)[CH:5]=[CH:6][CH:7]=1.[OH-:32].[Na+].Cl.[CH3:35][CH2:36][OH:37]. No catalyst specified. The product is [Cl:1][C:2]1[CH:3]=[C:4]([N:8]2[C:12]([CH2:13][NH:14][C:15](=[O:27])[CH:16]([C:18]3[CH:23]=[CH:22][C:35]([C:36]([OH:32])=[O:37])=[C:20]([F:26])[CH:19]=3)[CH3:17])=[CH:11][C:10]([C:28]([F:31])([F:30])[F:29])=[N:9]2)[CH:5]=[CH:6][CH:7]=1. The yield is 0.610.